This data is from Aqueous solubility values for 9,982 compounds from the AqSolDB database. The task is: Regression/Classification. Given a drug SMILES string, predict its absorption, distribution, metabolism, or excretion properties. Task type varies by dataset: regression for continuous measurements (e.g., permeability, clearance, half-life) or binary classification for categorical outcomes (e.g., BBB penetration, CYP inhibition). For this dataset (solubility_aqsoldb), we predict Y. (1) The Y is -5.47 log mol/L. The compound is CCC(C)Nc1c([N+](=O)[O-])cc(C(C)(C)C)cc1[N+](=O)[O-]. (2) The drug is COc1cc(N=Nc2c(Cl)cc([N+](=O)[O-])cc2[N+](=O)[O-])c(NC(C)=O)cc1N(CCOC(C)=O)CCOC(C)=O. The Y is -5.46 log mol/L. (3) The drug is Nc1c(N=Nc2ccc([N+](=O)[O-])cc2)c(S(=O)(=O)[O-])cc2c1C(=O)/C(=N/Nc1ccccc1)C(S(=O)(=O)[O-])=C2.[Na+].[Na+]. The Y is -1.28 log mol/L. (4) The drug is c1ccc2sc(SN3CCOCC3)nc2c1. The Y is -3.81 log mol/L. (5) The molecule is CC(C)(c1ccc(OCCO)cc1)c1ccc(OCCO)cc1. The Y is -3.45 log mol/L. (6) The compound is ClCCCCCl. The Y is -0.920 log mol/L. (7) The drug is COC(=O)C(NC(=O)C(Cl)Cl)C(C)O. The Y is -0.620 log mol/L. (8) The drug is O=C1C=Cc2ccccc2/C1=N/Nc1ccc(-c2ccc(N/N=C3\C(=O)C=Cc4ccccc43)cc2S(=O)(=O)[O-])c(S(=O)(=O)[O-])c1.[Na+].[Na+]. The Y is -1.90 log mol/L. (9) The compound is O=C([O-])[O-].[Na+].[Na+]. The Y is 0.581 log mol/L. (10) The compound is O=C1Nc2cccc3cccc1c23. The Y is -3.25 log mol/L.